Dataset: Catalyst prediction with 721,799 reactions and 888 catalyst types from USPTO. Task: Predict which catalyst facilitates the given reaction. (1) Reactant: [CH2:1]([N:8]1[CH:12]=[C:11]([C:13]2[NH:21][C:20]3[C:19](=[O:22])[N:18]([CH2:23][CH2:24][CH3:25])[C:17]([N:26]4[CH2:30][CH2:29][CH2:28][CH2:27]4)=[N:16][C:15]=3[N:14]=2)[CH:10]=[N:9]1)[C:2]1[CH:7]=[CH:6][CH:5]=[CH:4][CH:3]=1.C(=O)([O-])[O-].[K+].[K+].[CH3:37][Si:38]([CH3:45])([CH3:44])[CH2:39][CH2:40][O:41][CH2:42]Cl. Product: [CH2:1]([N:8]1[CH:12]=[C:11]([C:13]2[N:21]([CH2:42][O:41][CH2:40][CH2:39][Si:38]([CH3:45])([CH3:44])[CH3:37])[C:20]3[C:19](=[O:22])[N:18]([CH2:23][CH2:24][CH3:25])[C:17]([N:26]4[CH2:27][CH2:28][CH2:29][CH2:30]4)=[N:16][C:15]=3[N:14]=2)[CH:10]=[N:9]1)[C:2]1[CH:3]=[CH:4][CH:5]=[CH:6][CH:7]=1. The catalyst class is: 18. (2) The catalyst class is: 32. Reactant: Cl.[OH:2][NH3+:3].[F:4][C:5]1[CH:10]=[CH:9][C:8]([CH:11]([OH:34])[CH2:12][CH2:13][CH:14]2[C:17](=[O:18])[N:16]([C:19]3[CH:26]=[CH:25][C:22]([C:23]#[N:24])=[CH:21][CH:20]=3)[CH:15]2[C:27]2[CH:32]=[CH:31][C:30]([F:33])=[CH:29][CH:28]=2)=[CH:7][CH:6]=1.C(N(CC)CC)C. Product: [F:33][C:30]1[CH:29]=[CH:28][C:27]([CH:15]2[CH:14]([CH2:13][CH2:12][CH:11]([C:8]3[CH:7]=[CH:6][C:5]([F:4])=[CH:10][CH:9]=3)[OH:34])[C:17](=[O:18])[N:16]2[C:19]2[CH:26]=[CH:25][C:22]([C:23]([NH:3][OH:2])=[NH:24])=[CH:21][CH:20]=2)=[CH:32][CH:31]=1. (3) Reactant: [CH3:1][C:2]1[C:6]2[C:7](=[O:20])[N:8]([CH2:12][CH2:13][N:14]3[CH2:19][CH2:18][O:17][CH2:16][CH2:15]3)[CH2:9][CH2:10][CH2:11][C:5]=2[NH:4][C:3]=1[CH:21]=O.[Cl:23][C:24]1[CH:29]=[CH:28][CH:27]=[C:26]([Cl:30])[C:25]=1[CH2:31][S:32]([C:35]1[CH:36]=[C:37]2[C:41](=[CH:42][CH:43]=1)[NH:40][C:39](=[O:44])[CH2:38]2)(=[O:34])=[O:33].N1CCCCC1. Product: [Cl:23][C:24]1[CH:29]=[CH:28][CH:27]=[C:26]([Cl:30])[C:25]=1[CH2:31][S:32]([C:35]1[CH:36]=[C:37]2[C:41](=[CH:42][CH:43]=1)[NH:40][C:39](=[O:44])/[C:38]/2=[CH:21]\[C:3]1[NH:4][C:5]2[CH2:11][CH2:10][CH2:9][N:8]([CH2:12][CH2:13][N:14]3[CH2:19][CH2:18][O:17][CH2:16][CH2:15]3)[C:7](=[O:20])[C:6]=2[C:2]=1[CH3:1])(=[O:33])=[O:34]. The catalyst class is: 8. (4) Reactant: O[CH2:2][CH2:3][C:4]1[C:12]2[C:7](=[CH:8][CH:9]=[C:10]([C:13]#[N:14])[CH:11]=2)[NH:6][C:5]=1[Si:15]([CH2:20][CH3:21])([CH2:18][CH3:19])[CH2:16][CH3:17].C1(P(C2C=CC=CC=2)C2C=CC=CC=2)C=CC=CC=1.[Br:41]C(Br)(Br)Br. Product: [Br:41][CH2:2][CH2:3][C:4]1[C:12]2[C:7](=[CH:8][CH:9]=[C:10]([C:13]#[N:14])[CH:11]=2)[NH:6][C:5]=1[Si:15]([CH2:20][CH3:21])([CH2:18][CH3:19])[CH2:16][CH3:17]. The catalyst class is: 1. (5) Product: [F:27][C:22]1[CH:23]=[CH:24][CH:25]=[CH:26][C:21]=1[CH2:20][N:13]1[C:14]2=[N:15][CH:16]=[CH:17][CH:18]=[C:19]2[C:11]([C:10]2[NH:6][C:7](=[O:29])[N:8]([CH3:28])[N:9]=2)=[N:12]1. Reactant: COC1C=C(OC)C=CC=1C[N:6]1[C:10]([C:11]2[C:19]3[C:14](=[N:15][CH:16]=[CH:17][CH:18]=3)[N:13]([CH2:20][C:21]3[CH:26]=[CH:25][CH:24]=[CH:23][C:22]=3[F:27])[N:12]=2)=[N:9][N:8]([CH3:28])[C:7]1=[O:29].C1(C)C=CC(S(O)(=O)=O)=CC=1. The catalyst class is: 11.